From a dataset of Reaction yield outcomes from USPTO patents with 853,638 reactions. Predict the reaction yield, written as a fraction of the theoretical maximum amount of product (1.0 means a 100% yield; for example, 0.34 means a 34% yield). The reactants are [CH3:1][O:2][C:3](=[O:19])[C:4]1[CH:9]=[C:8]([NH:10][CH3:11])[C:7]([C:12]([F:15])([F:14])[F:13])=[CH:6][C:5]=1[N+:16]([O-])=O. The catalyst is CO.O1CCCC1.[Pd]. The product is [CH3:1][O:2][C:3](=[O:19])[C:4]1[CH:9]=[C:8]([NH:10][CH3:11])[C:7]([C:12]([F:13])([F:15])[F:14])=[CH:6][C:5]=1[NH2:16]. The yield is 1.03.